This data is from Catalyst prediction with 721,799 reactions and 888 catalyst types from USPTO. The task is: Predict which catalyst facilitates the given reaction. (1) Reactant: O1[C:5]2([CH2:10][CH2:9][N:8]([C:11]3[CH:12]=[CH:13][C:14]([F:27])=[C:15]4[C:20]=3[N:19]=[C:18]([C:21]([F:24])([F:23])[F:22])[CH:17]=[C:16]4[O:25][CH3:26])[CH2:7][CH2:6]2)[O:4]CC1.Cl.[OH-].[Na+]. Product: [F:27][C:14]1[CH:13]=[CH:12][C:11]([N:8]2[CH2:9][CH2:10][C:5](=[O:4])[CH2:6][CH2:7]2)=[C:20]2[C:15]=1[C:16]([O:25][CH3:26])=[CH:17][C:18]([C:21]([F:22])([F:23])[F:24])=[N:19]2. The catalyst class is: 7. (2) Reactant: C(NC(C)C)(C)C.[Li]CCCC.[Br:13][C:14]1[CH:19]=[CH:18][C:17]([Cl:20])=[CH:16][N:15]=1.CN([CH:24]=[O:25])C.[OH-].[Na+]. Product: [Br:13][C:14]1[CH:19]=[C:18]([CH:24]=[O:25])[C:17]([Cl:20])=[CH:16][N:15]=1. The catalyst class is: 20.